This data is from Reaction yield outcomes from USPTO patents with 853,638 reactions. The task is: Predict the reaction yield, written as a fraction of the theoretical maximum amount of product (1.0 means a 100% yield; for example, 0.34 means a 34% yield). (1) The reactants are [OH-].[K+].[C:3]([O:7][CH:8]([C:14]1[C:18]([C:19]2[CH:20]=[CH:21][C:22]3[O:27][CH2:26][CH2:25][CH2:24][C:23]=3[CH:28]=2)=[C:17]([C:29]2[CH:34]=[CH:33][CH:32]=[CH:31][CH:30]=2)[S:16][C:15]=1[CH3:35])[C:9]([O:11]CC)=[O:10])([CH3:6])([CH3:5])[CH3:4]. The catalyst is CO.O. The product is [C:3]([O:7][CH:8]([C:14]1[C:18]([C:19]2[CH:20]=[CH:21][C:22]3[O:27][CH2:26][CH2:25][CH2:24][C:23]=3[CH:28]=2)=[C:17]([C:29]2[CH:34]=[CH:33][CH:32]=[CH:31][CH:30]=2)[S:16][C:15]=1[CH3:35])[C:9]([OH:11])=[O:10])([CH3:6])([CH3:5])[CH3:4]. The yield is 0.460. (2) The reactants are [N+](C1C=[CH:8][C:7]([O:10][C:11](=[O:22])[O:12][C:13]2[CH:18]=[CH:17][C:16]([N+:19]([O-:21])=[O:20])=[CH:15][CH:14]=2)=CC=1)([O-])=O.OCC[N:26]1[CH2:31][CH2:30][N:29]([C:32]([O:34][C:35]([CH3:38])([CH3:37])[CH3:36])=[O:33])[CH2:28][CH2:27]1.CN1CCOCC1. The catalyst is C(Cl)Cl. The product is [C:11](=[O:22])([O:12][C:13]1[CH:14]=[CH:15][C:16]([N+:19]([O-:21])=[O:20])=[CH:17][CH:18]=1)[O:10][CH2:7][CH2:8][N:26]1[CH2:27][CH2:28][N:29]([C:32]([O:34][C:35]([CH3:38])([CH3:37])[CH3:36])=[O:33])[CH2:30][CH2:31]1. The yield is 0.610. (3) The reactants are [Cl:1][C:2]1[CH:7]2[CH2:8][CH:4]([CH2:5][CH2:6]2)[C:3]=1[CH:9]=O.C1(P(C2C=CC=CC=2)(C2C=CC=CC=2)=[CH:18][C:19]([O:21][CH2:22][CH3:23])=[O:20])C=CC=CC=1. The catalyst is C(Cl)Cl. The product is [Cl:1][C:2]1[CH:7]2[CH2:8][CH:4]([CH2:5][CH2:6]2)[C:3]=1/[CH:9]=[CH:18]/[C:19]([O:21][CH2:22][CH3:23])=[O:20]. The yield is 0.460. (4) The reactants are C(OC(=O)[NH:7][C@H:8]1[CH2:13][CH2:12][C@H:11]([O:14][C:15]2[CH:16]=[CH:17][C:18]3[N:19]([C:21]([C:24]4[CH:29]=[CH:28][CH:27]=[C:26]([O:30][CH2:31][CH2:32][N:33]5[CH2:38][CH2:37][O:36][CH2:35][CH2:34]5)[CH:25]=4)=[N:22][N:23]=3)[CH:20]=2)[CH2:10][CH2:9]1)(C)(C)C.C(Cl)Cl.[C:43]([OH:49])([C:45]([F:48])([F:47])[F:46])=[O:44]. No catalyst specified. The product is [F:46][C:45]([F:48])([F:47])[C:43]([OH:49])=[O:44].[N:33]1([CH2:32][CH2:31][O:30][C:26]2[CH:25]=[C:24]([C:21]3[N:19]4[CH:20]=[C:15]([O:14][C@H:11]5[CH2:12][CH2:13][C@H:8]([NH2:7])[CH2:9][CH2:10]5)[CH:16]=[CH:17][C:18]4=[N:23][N:22]=3)[CH:29]=[CH:28][CH:27]=2)[CH2:34][CH2:35][O:36][CH2:37][CH2:38]1. The yield is 1.00. (5) The reactants are Cl.[NH2:2][C@@H:3]([C:5]([NH2:7])=[O:6])[CH3:4].C(N(CC)CC)C.[F:15][C:16]1[CH:31]=[CH:30][CH:29]=[CH:28][C:17]=1[CH2:18][O:19][C:20]1[CH:27]=[CH:26][C:23]([CH:24]=O)=[CH:22][CH:21]=1.FC1C=CC=CC=1CC1C=C(C=CC=1OCC1C=CC=CC=1F)C=O.[BH4-].[Na+]. The catalyst is O.CO. The product is [F:15][C:16]1[CH:31]=[CH:30][CH:29]=[CH:28][C:17]=1[CH2:18][O:19][C:20]1[CH:27]=[CH:26][C:23]([CH2:24][NH:2][C@H:3]([CH3:4])[C:5]([NH2:7])=[O:6])=[CH:22][CH:21]=1. The yield is 0.303. (6) The reactants are C[N:2]([CH2:10][CH2:11][CH2:12][C:13]1[CH:18]=[CH:17][C:16]([C:19](=O)[C:20]2[CH:25]=[CH:24][C:23]([O:26]C3CCCCO3)=[CH:22][CH:21]=2)=[CH:15][N:14]=1)[C:3](=O)OC(C)(C)C.[C:34]([C:38]1[CH:43]=[CH:42][CH:41]=[CH:40][CH:39]=1)(=O)[CH2:35][CH3:36]. No catalyst specified. The product is [CH3:3][NH:2][CH2:10][CH2:11][CH2:12][C:13]1[N:14]=[CH:15][C:16]([C:19]([C:20]2[CH:21]=[CH:22][C:23]([OH:26])=[CH:24][CH:25]=2)=[C:34]([C:38]2[CH:43]=[CH:42][CH:41]=[CH:40][CH:39]=2)[CH2:35][CH3:36])=[CH:17][CH:18]=1. The yield is 0.200. (7) The reactants are N(OS(=O)(=O)O)=[O:2].[CH2:8]([O:15][C:16]1[CH:24]=[C:23]([C:25]([F:28])([F:27])[F:26])[CH:22]=[C:21]([O:29][CH3:30])[C:17]=1[C:18](N)=[O:19])[C:9]1[CH:14]=[CH:13][CH:12]=[CH:11][CH:10]=1. The catalyst is O.ClCCl. The product is [CH2:8]([O:15][C:16]1[CH:24]=[C:23]([C:25]([F:28])([F:27])[F:26])[CH:22]=[C:21]([O:29][CH3:30])[C:17]=1[C:18]([OH:2])=[O:19])[C:9]1[CH:14]=[CH:13][CH:12]=[CH:11][CH:10]=1. The yield is 0.649.